Predict the product of the given reaction. From a dataset of Forward reaction prediction with 1.9M reactions from USPTO patents (1976-2016). (1) Given the reactants I[C:2]1[CH:7]=[CH:6][C:5]([C:8]([C:10]2[CH:15]=[CH:14][C:13]([O:16][CH:17]3[CH2:22][CH2:21][CH2:20][CH2:19][O:18]3)=[CH:12][CH:11]=2)=[O:9])=[CH:4][CH:3]=1.[CH2:23]([N:26]1[CH2:30][CH2:29][CH2:28][CH2:27]1)[C:24]#[CH:25], predict the reaction product. The product is: [N:26]1([CH2:23][C:24]#[C:25][C:2]2[CH:7]=[CH:6][C:5]([C:8]([C:10]3[CH:15]=[CH:14][C:13]([O:16][CH:17]4[CH2:22][CH2:21][CH2:20][CH2:19][O:18]4)=[CH:12][CH:11]=3)=[O:9])=[CH:4][CH:3]=2)[CH2:30][CH2:29][CH2:28][CH2:27]1. (2) Given the reactants [CH3:1][O:2][C:3](=[O:22])[CH2:4][C:5]1[CH:10]=[C:9]([O:11][CH3:12])[C:8](OS(C(F)(F)F)(=O)=O)=[CH:7][C:6]=1[Cl:21].[CH3:23][N:24](C=O)C, predict the reaction product. The product is: [Cl:21][C:6]1[CH:7]=[C:8]([C:23]#[N:24])[C:9]([O:11][CH3:12])=[CH:10][C:5]=1[CH2:4][C:3]([O:2][CH3:1])=[O:22]. (3) The product is: [Cl:33][C:18]1[C:19]([NH:21][C:22]2[CH:27]=[CH:26][CH:25]=[CH:24][C:23]=2[S:28]([NH:31][CH3:32])(=[O:30])=[O:29])=[N:20][C:15]([NH:14][C:4]2[CH:3]=[C:2]3[C:7](=[CH:6][CH:5]=2)[CH:8]2[CH2:12][CH2:13][CH:1]3[CH2:11][N:10]([S:35]([CH3:34])(=[O:37])=[O:36])[CH2:9]2)=[N:16][CH:17]=1. Given the reactants [CH:1]12[CH2:13][CH2:12][CH:8]([CH2:9][NH:10][CH2:11]1)[C:7]1[C:2]2=[CH:3][C:4]([NH:14][C:15]2[N:20]=[C:19]([NH:21][C:22]3[CH:27]=[CH:26][CH:25]=[CH:24][C:23]=3[S:28]([NH:31][CH3:32])(=[O:30])=[O:29])[C:18]([Cl:33])=[CH:17][N:16]=2)=[CH:5][CH:6]=1.[CH3:34][S:35](Cl)(=[O:37])=[O:36], predict the reaction product. (4) Given the reactants C1C(=O)N([Br:8])C(=O)C1.[CH2:9]([O:11][C:12]([C:14]1[NH:15][CH:16]=[CH:17][CH:18]=1)=[O:13])[CH3:10], predict the reaction product. The product is: [CH2:9]([O:11][C:12]([C:14]1[NH:15][C:16]([Br:8])=[CH:17][CH:18]=1)=[O:13])[CH3:10]. (5) Given the reactants [OH:1][C:2]1[CH:3]=[CH:4][CH:5]=[C:6]2[C:11]=1[N:10]=[CH:9][CH:8]=[CH:7]2.[S:12](O[S:12]([C:15]([F:18])([F:17])[F:16])(=[O:14])=[O:13])([C:15]([F:18])([F:17])[F:16])(=[O:14])=[O:13].C(Cl)[Cl:28], predict the reaction product. The product is: [Cl:28][C:5]1[CH:4]=[CH:3][C:2]([O:1][S:12]([C:15]([F:18])([F:17])[F:16])(=[O:14])=[O:13])=[C:11]2[C:6]=1[CH:7]=[CH:8][CH:9]=[N:10]2. (6) Given the reactants [C:1]([O:5][C:6]([N:8]1[C@@H:13]([CH2:14][O:15][Si](C(C)(C)C)(C)C)[CH2:12][O:11][C@H:10]([O:23][CH2:24][CH3:25])[CH2:9]1)=[O:7])([CH3:4])([CH3:3])[CH3:2].[F-].C([N+](CCCC)(CCCC)CCCC)CCC, predict the reaction product. The product is: [C:1]([O:5][C:6]([N:8]1[C@@H:13]([CH2:14][OH:15])[CH2:12][O:11][C@H:10]([O:23][CH2:24][CH3:25])[CH2:9]1)=[O:7])([CH3:4])([CH3:3])[CH3:2].